Task: Predict the reactants needed to synthesize the given product.. Dataset: Full USPTO retrosynthesis dataset with 1.9M reactions from patents (1976-2016) (1) Given the product [F:13][C:2]([F:1])([F:12])[CH:3]([O:11][C:22](=[O:23])[NH:21][C:18]1[CH:19]=[CH:20][C:15]([Cl:14])=[CH:16][CH:17]=1)[CH2:4][N:5]1[CH2:6][CH2:7][O:8][CH2:9][CH2:10]1, predict the reactants needed to synthesize it. The reactants are: [F:1][C:2]([F:13])([F:12])[CH:3]([OH:11])[CH2:4][N:5]1[CH2:10][CH2:9][O:8][CH2:7][CH2:6]1.[Cl:14][C:15]1[CH:20]=[CH:19][C:18]([N:21]=[C:22]=[O:23])=[CH:17][CH:16]=1. (2) Given the product [CH2:25]([S:27]([C:30]1[CH:35]=[CH:34][C:33]([CH2:20][Cl:24])=[CH:32][CH:31]=1)(=[O:28])=[O:29])[CH3:26], predict the reactants needed to synthesize it. The reactants are: C1(P(C2C=CC=CC=2)C2C=CC=CC=2)C=CC=CC=1.[C:20]([Cl:24])(Cl)(Cl)Cl.[CH2:25]([S:27]([C:30]1[CH:35]=[CH:34][C:33](CO)=[CH:32][CH:31]=1)(=[O:29])=[O:28])[CH3:26]. (3) Given the product [F:12][C:13]1[CH:14]=[C:15]([NH:19][C:20]2[S:21][CH:3]=[C:4]([C:6]3[CH:11]=[CH:10][N:9]=[CH:8][CH:7]=3)[N:22]=2)[CH:16]=[CH:17][CH:18]=1, predict the reactants needed to synthesize it. The reactants are: Br.Br[CH2:3][C:4]([C:6]1[CH:11]=[CH:10][N:9]=[CH:8][CH:7]=1)=O.[F:12][C:13]1[CH:14]=[C:15]([NH:19][C:20]([NH2:22])=[S:21])[CH:16]=[CH:17][CH:18]=1.